Dataset: Full USPTO retrosynthesis dataset with 1.9M reactions from patents (1976-2016). Task: Predict the reactants needed to synthesize the given product. Given the product [O:45]1[C:44]2=[CH:43][CH:10]=[CH:9][C:8]2=[C:30]([C:12]2[CH:13]=[CH:14][CH:15]=[CH:16][C:11]=2[C:10]2[N:6]([CH2:5][C:4]([OH:3])=[O:38])[N:7]=[C:8]([C:30]3[CH:35]=[CH:34][C:33]([O:36][CH3:37])=[CH:32][CH:31]=3)[CH:9]=2)[CH:42]=[CH:46]1, predict the reactants needed to synthesize it. The reactants are: C([O:3][C:4](=[O:38])[CH2:5][N:6]1[C:10]([C:11]2[CH:16]=[CH:15][C:14](C3C4OC5C=CC=CC=5C=4C=CC=3)=[CH:13][CH:12]=2)=[CH:9][C:8]([C:30]2[CH:35]=[CH:34][C:33]([O:36][CH3:37])=[CH:32][CH:31]=2)=[N:7]1)C.[OH-].[K+].Cl.[CH2:42]1[CH2:46][O:45][CH2:44][CH2:43]1.